This data is from Reaction yield outcomes from USPTO patents with 853,638 reactions. The task is: Predict the reaction yield, written as a fraction of the theoretical maximum amount of product (1.0 means a 100% yield; for example, 0.34 means a 34% yield). (1) The reactants are [C:1]1(=[C:8]([C:16]2[CH:21]=[CH:20][C:19]([OH:22])=[CH:18][CH:17]=2)[C:9]2[CH:14]=[CH:13][C:12]([OH:15])=[CH:11][CH:10]=2)[CH2:7][CH2:6][CH2:5][CH2:4][CH2:3][CH2:2]1.C([O-])([O-])=O.[K+].[K+].Br[CH2:30][C:31]#[N:32]. The catalyst is CC(C)=O. The product is [C:1]1(=[C:8]([C:9]2[CH:14]=[CH:13][C:12]([OH:15])=[CH:11][CH:10]=2)[C:16]2[CH:21]=[CH:20][C:19]([O:22][CH2:30][C:31]#[N:32])=[CH:18][CH:17]=2)[CH2:2][CH2:3][CH2:4][CH2:5][CH2:6][CH2:7]1. The yield is 0.130. (2) The reactants are C(O[C:4](=[O:30])[C@H:5]([O:7][C:8]1[CH:29]=[CH:28][C:11]2[C:12]3[N:16]([CH2:17][CH2:18][O:19][C:10]=2[CH:9]=1)[CH:15]=[C:14]([C:20]1[N:21]([CH:25]([CH3:27])[CH3:26])[N:22]=[CH:23][N:24]=1)[N:13]=3)[CH3:6])C.O.[OH-].[Li+].Cl.C[N:36](C(ON1N=NC2C=CC=NC1=2)=[N+](C)C)C.F[P-](F)(F)(F)(F)F.[Cl-].[NH4+].C(N(CC)CC)C. The catalyst is CO.O. The product is [CH:25]([N:21]1[C:20]([C:14]2[N:13]=[C:12]3[C:11]4[CH:28]=[CH:29][C:8]([O:7][C@H:5]([CH3:6])[C:4]([NH2:36])=[O:30])=[CH:9][C:10]=4[O:19][CH2:18][CH2:17][N:16]3[CH:15]=2)=[N:24][CH:23]=[N:22]1)([CH3:26])[CH3:27]. The yield is 0.260.